This data is from Full USPTO retrosynthesis dataset with 1.9M reactions from patents (1976-2016). The task is: Predict the reactants needed to synthesize the given product. (1) Given the product [O:16]=[C:15]1[NH:14][CH:13]=[N:12][C:11]2[NH:17][C:8]([C:6]3[CH:5]=[CH:4][N:3]=[C:2](/[CH:26]=[CH:27]/[C:28]4[CH:41]=[CH:40][CH:39]=[CH:38][C:29]=4[CH2:30][O:31][C:32](=[O:37])[C:33]([CH3:34])([CH3:35])[CH3:36])[CH:7]=3)=[CH:9][C:10]1=2, predict the reactants needed to synthesize it. The reactants are: Cl[C:2]1[CH:7]=[C:6]([C:8]2[NH:17][C:11]3[N:12]=[CH:13][NH:14][C:15](=[O:16])[C:10]=3[CH:9]=2)[CH:5]=[CH:4][N:3]=1.CC1(C)C(C)(C)OB(/[CH:26]=[CH:27]/[C:28]2[CH:41]=[CH:40][CH:39]=[CH:38][C:29]=2[CH2:30][O:31][C:32](=[O:37])[C:33]([CH3:36])([CH3:35])[CH3:34])O1. (2) Given the product [C:1]1([C@H:11]2[O:15][C@H:12]2[CH3:13])[C:10]2[C:5](=[CH:6][CH:7]=[CH:8][CH:9]=2)[CH:4]=[CH:3][CH:2]=1, predict the reactants needed to synthesize it. The reactants are: [C:1]1(/[CH:11]=[CH:12]\[CH3:13])[C:10]2[C:5](=[CH:6][CH:7]=[CH:8][CH:9]=2)[CH:4]=[CH:3][CH:2]=1.P([O-])([O-])(O)=[O:15].[Na+].[Na+]. (3) The reactants are: [N:1]1[CH:2]=[CH:3][N:4]2[C:9]=1[CH:8]=[CH:7][C:6]([C:10]1[CH:18]=[CH:17][C:13]([C:14]([NH2:16])=[O:15])=[CH:12][CH:11]=1)=[N:5]2.C1C(=O)N([I:26])C(=O)C1. Given the product [I:26][C:3]1[N:4]2[N:5]=[C:6]([C:10]3[CH:18]=[CH:17][C:13]([C:14]([NH2:16])=[O:15])=[CH:12][CH:11]=3)[CH:7]=[CH:8][C:9]2=[N:1][CH:2]=1, predict the reactants needed to synthesize it.